This data is from Catalyst prediction with 721,799 reactions and 888 catalyst types from USPTO. The task is: Predict which catalyst facilitates the given reaction. (1) Reactant: Br[C:2]1[CH:3]=[C:4]2[C:9](=[CH:10][CH:11]=1)[CH:8]=[N:7][C:6]([Cl:12])=[CH:5]2.C([Sn](CCCC)(CCCC)[C:18]([O:20][CH2:21][CH3:22])=[CH2:19])CCC. Product: [Cl:12][C:6]1[N:7]=[CH:8][C:9]2[C:4]([CH:5]=1)=[CH:3][C:2]([C:18]([O:20][CH2:21][CH3:22])=[CH2:19])=[CH:11][CH:10]=2. The catalyst class is: 747. (2) Reactant: [CH3:1][O:2][C:3]1[CH:4]=[C:5]([CH:23]=[C:24]([O:26][CH3:27])[CH:25]=1)[O:6][CH2:7][C@@H:8]1[C@:17]2([CH3:18])[C@H:12]([C:13]([CH3:20])([CH3:19])[CH2:14][CH2:15][CH2:16]2)[CH2:11][CH2:10][C@@:9]1([CH3:22])O.Cl[Sn](Cl)(Cl)Cl. Product: [CH3:27][O:26][C:24]1[CH:25]=[C:3]([O:2][CH3:1])[CH:4]=[C:5]2[C:23]=1[C@@:9]1([CH3:22])[C@H:8]([CH2:7][O:6]2)[C@:17]2([CH3:18])[C@H:12]([C:13]([CH3:20])([CH3:19])[CH2:14][CH2:15][CH2:16]2)[CH2:11][CH2:10]1. The catalyst class is: 2.